This data is from HIV replication inhibition screening data with 41,000+ compounds from the AIDS Antiviral Screen. The task is: Binary Classification. Given a drug SMILES string, predict its activity (active/inactive) in a high-throughput screening assay against a specified biological target. (1) The drug is NC(CSCCSCCSCC(N)C(=O)O)C(=O)O. The result is 0 (inactive). (2) The compound is CCOC(CCCN1CCC2(CC1)C(=O)N(C)CN2c1ccccc1)(OCC)c1ccc(F)cc1. The result is 0 (inactive). (3) The drug is O=[N+]([O-])C1([N+](=O)[O-])CCC([N+](=O)[O-])([N+](=O)[O-])c2nn(-c3ccccc3)nc21. The result is 0 (inactive). (4) The molecule is CC(c1ccccc1)n1c(N)c(-c2nc3ccccc3s2)c2ccc([N+](=O)[O-])cc2c1=O. The result is 0 (inactive). (5) The compound is CN(C)CCNC(=O)c1ccccc1Nc1c(Cl)cccc1Cl.Cl. The result is 0 (inactive).